From a dataset of Reaction yield outcomes from USPTO patents with 853,638 reactions. Predict the reaction yield, written as a fraction of the theoretical maximum amount of product (1.0 means a 100% yield; for example, 0.34 means a 34% yield). The reactants are [CH:1]1([C@H:4]([N:8]2[CH:12]=[C:11]([C:13]3[C:14]4[CH:21]=[CH:20][N:19](COCC[Si](C)(C)C)[C:15]=4[N:16]=[CH:17][N:18]=3)[CH:10]=[N:9]2)[CH2:5][C:6]#[N:7])[CH2:3][CH2:2]1.F[B-](F)(F)F.[Li+].[NH4+].[OH-]. The catalyst is CC#N.O. The product is [CH:1]1([C@H:4]([N:8]2[CH:12]=[C:11]([C:13]3[C:14]4[CH:21]=[CH:20][NH:19][C:15]=4[N:16]=[CH:17][N:18]=3)[CH:10]=[N:9]2)[CH2:5][C:6]#[N:7])[CH2:3][CH2:2]1. The yield is 0.874.